From a dataset of Merck oncology drug combination screen with 23,052 pairs across 39 cell lines. Regression. Given two drug SMILES strings and cell line genomic features, predict the synergy score measuring deviation from expected non-interaction effect. Drug 1: N#Cc1ccc(Cn2cncc2CN2CCN(c3cccc(Cl)c3)C(=O)C2)cc1. Drug 2: Cn1nnc2c(C(N)=O)ncn2c1=O. Cell line: NCIH1650. Synergy scores: synergy=-13.7.